From a dataset of Forward reaction prediction with 1.9M reactions from USPTO patents (1976-2016). Predict the product of the given reaction. (1) Given the reactants [C:1]([O:4][C:5]1[CH:6]=[C:7]2[C:12](=[CH:13][C:14]=1[O:15][CH3:16])[N:11]=[C:10]([C:17]1[CH:22]=[CH:21][CH:20]=[C:19]([C:23]3[CH:28]=[CH:27][CH:26]=[CH:25][CH:24]=3)[CH:18]=1)[N:9]=[C:8]2Cl)(=[O:3])[CH3:2].[NH2:30][C:31]1[CH:32]=[C:33]2[C:37](=[CH:38][CH:39]=1)[N:36]([C:40]([O:42][C:43]([CH3:46])([CH3:45])[CH3:44])=[O:41])[N:35]=[CH:34]2, predict the reaction product. The product is: [C:1]([O:4][C:5]1[CH:6]=[C:7]2[C:12](=[CH:13][C:14]=1[O:15][CH3:16])[N:11]=[C:10]([C:17]1[CH:22]=[CH:21][CH:20]=[C:19]([C:23]3[CH:28]=[CH:27][CH:26]=[CH:25][CH:24]=3)[CH:18]=1)[N:9]=[C:8]2[NH:30][C:31]1[CH:32]=[C:33]2[C:37](=[CH:38][CH:39]=1)[N:36]([C:40]([O:42][C:43]([CH3:46])([CH3:45])[CH3:44])=[O:41])[N:35]=[CH:34]2)(=[O:3])[CH3:2]. (2) Given the reactants [H-].[Na+].[CH3:3][CH2:4][CH2:5][CH:6](P(OCC)(OCC)=O)[C:7]([O:9][CH2:10][CH3:11])=[O:8].[CH3:20][NH:21][C:22]1[CH:23]=[C:24]([C:28]2[CH:33]=[CH:32][C:31]([CH:34]=O)=[CH:30][CH:29]=2)[CH:25]=[CH:26][CH:27]=1.[Cl-].[NH4+], predict the reaction product. The product is: [CH3:20][NH:21][C:22]1[CH:23]=[C:24]([C:28]2[CH:33]=[CH:32][C:31](/[CH:34]=[C:6](\[CH2:5][CH2:4][CH3:3])/[C:7]([O:9][CH2:10][CH3:11])=[O:8])=[CH:30][CH:29]=2)[CH:25]=[CH:26][CH:27]=1. (3) Given the reactants [C:1]([CH2:3][CH2:4][C:5]([NH:7][CH:8]([B:21]1[O:29][CH:28]2[C:23]([CH3:33])([CH:24]3[CH2:30][CH:26]([CH2:27]2)[C:25]3([CH3:32])[CH3:31])[O:22]1)[CH2:9][C:10]1[C:11]([O:19][CH3:20])=[C:12]([CH:16]=[CH:17][CH:18]=1)[C:13]([OH:15])=[O:14])=[O:6])#[N:2].I[CH2:35][CH2:36][CH3:37], predict the reaction product. The product is: [CH2:35]([O:14][C:13](=[O:15])[C:12]1[CH:16]=[CH:17][CH:18]=[C:10]([CH2:9][CH:8]([NH:7][C:5](=[O:6])[CH2:4][CH2:3][C:1]#[N:2])[B:21]2[O:29][CH:28]3[C:23]([CH3:33])([CH:24]4[CH2:30][CH:26]([CH2:27]3)[C:25]4([CH3:32])[CH3:31])[O:22]2)[C:11]=1[O:19][CH3:20])[CH2:36][CH3:37]. (4) Given the reactants [CH2:1]([NH:4][C:5]1[C:14]2[C:9](=[CH:10][CH:11]=[C:12]([N+:15]([O-:17])=[O:16])[CH:13]=2)[N:8]=[C:7](Cl)[N:6]=1)[CH:2]=[CH2:3].[C:19]([NH2:23])([CH3:22])([CH3:21])[CH3:20], predict the reaction product. The product is: [CH2:1]([NH:4][C:5]1[C:14]2[C:9](=[CH:10][CH:11]=[C:12]([N+:15]([O-:17])=[O:16])[CH:13]=2)[N:8]=[C:7]([NH:23][C:19]([CH3:22])([CH3:21])[CH3:20])[N:6]=1)[CH:2]=[CH2:3].